Dataset: Forward reaction prediction with 1.9M reactions from USPTO patents (1976-2016). Task: Predict the product of the given reaction. (1) Given the reactants [CH3:1][O:2][C:3]1[CH:4]=[C:5]2[C:10](=[CH:11][C:12]=1[O:13][CH2:14][CH2:15][CH2:16][N:17]1C(=O)C3C(=CC=CC=3)C1=O)[N:9]=[CH:8][CH:7]=[C:6]2[O:28][C:29]1[C:30]([CH3:39])=[N:31][C:32]2[C:37]([CH:38]=1)=[CH:36][CH:35]=[CH:34][CH:33]=2.NN, predict the reaction product. The product is: [CH3:1][O:2][C:3]1[CH:4]=[C:5]2[C:10](=[CH:11][C:12]=1[O:13][CH2:14][CH2:15][CH2:16][NH2:17])[N:9]=[CH:8][CH:7]=[C:6]2[O:28][C:29]1[C:30]([CH3:39])=[N:31][C:32]2[C:37]([CH:38]=1)=[CH:36][CH:35]=[CH:34][CH:33]=2. (2) Given the reactants C([O:3][C:4]([C@@H:6]1[C@@H:8]([C:9](=[O:34])[NH:10][C@@H:11]([CH2:28][C:29]2[N:30]=[CH:31][S:32][CH:33]=2)[C:12]([NH:14][CH2:15][C:16]2[N:17]=[N:18][N:19]([C:21]3[CH:26]=[CH:25][C:24]([Br:27])=[CH:23][CH:22]=3)[CH:20]=2)=[O:13])[O:7]1)=[O:5])C.[Li+].[OH-], predict the reaction product. The product is: [Br:27][C:24]1[CH:23]=[CH:22][C:21]([N:19]2[CH:20]=[C:16]([CH2:15][NH:14][C:12](=[O:13])[C@@H:11]([NH:10][C:9]([C@H:8]3[O:7][C@@H:6]3[C:4]([OH:5])=[O:3])=[O:34])[CH2:28][C:29]3[N:30]=[CH:31][S:32][CH:33]=3)[N:17]=[N:18]2)=[CH:26][CH:25]=1.